This data is from Forward reaction prediction with 1.9M reactions from USPTO patents (1976-2016). The task is: Predict the product of the given reaction. (1) Given the reactants C(OC(=O)[NH:7][C@H:8]1[CH2:13][C@@H:12]([C:14]2[CH:19]=[CH:18][CH:17]=[CH:16][C:15]=2[CH3:20])[C@@H:11]([CH3:21])[N:10]([CH2:22][C:23]([F:26])([F:25])[F:24])[C:9]1=[O:27])(C)(C)C, predict the reaction product. The product is: [NH2:7][C@H:8]1[CH2:13][C@@H:12]([C:14]2[CH:19]=[CH:18][CH:17]=[CH:16][C:15]=2[CH3:20])[C@@H:11]([CH3:21])[N:10]([CH2:22][C:23]([F:24])([F:25])[F:26])[C:9]1=[O:27]. (2) Given the reactants [NH:1]1[CH2:6][CH2:5][CH:4]([CH2:7][OH:8])[CH2:3][CH2:2]1.[CH2:9](N(CC)CC)C.C(OC([O-])=O)(OC[CH2:20][CH2:21][CH3:22])=O.[C:27]([OH:30])(=[O:29])C, predict the reaction product. The product is: [C:21]([O:30][C:27]([N:1]1[CH2:6][CH2:5][CH:4]([CH2:7][OH:8])[CH2:3][CH2:2]1)=[O:29])([CH3:20])([CH3:22])[CH3:9]. (3) Given the reactants COC1C=C[C:6]([CH2:7][NH:8][C:9]2[S:10][C:11]([C:15]3[CH:20]=[CH:19][N:18]=[C:17]([N:21]4[CH2:26][CH2:25][O:24][CH2:23][CH2:22]4)[N:16]=3)=[C:12]([CH3:14])[N:13]=2)=CC=1.FC(F)(F)C(O)=[O:32].O, predict the reaction product. The product is: [CH3:14][C:12]1[N:13]=[C:9]([NH:8][C:7](=[O:32])[CH3:6])[S:10][C:11]=1[C:15]1[CH:20]=[CH:19][N:18]=[C:17]([N:21]2[CH2:26][CH2:25][O:24][CH2:23][CH2:22]2)[N:16]=1.